This data is from CYP3A4 inhibition data for predicting drug metabolism from PubChem BioAssay. The task is: Regression/Classification. Given a drug SMILES string, predict its absorption, distribution, metabolism, or excretion properties. Task type varies by dataset: regression for continuous measurements (e.g., permeability, clearance, half-life) or binary classification for categorical outcomes (e.g., BBB penetration, CYP inhibition). Dataset: cyp3a4_veith. (1) The drug is C[C@@H](CNC1CCCCC1)OC(=O)c1ccccc1. The result is 0 (non-inhibitor). (2) The compound is CCCCN1C(=O)C(NC(=O)C2CC2)(C(F)(F)F)C2=C1CC(C)(C)CC2=O. The result is 0 (non-inhibitor). (3) The molecule is COc1cccc(-c2nc(NCc3ccccc3OC)c3ccccc3n2)c1. The result is 1 (inhibitor). (4) The compound is COc1ccc(S(=O)(=O)N2c3cc(C)ccc3OCC2C(C)(C)C)cc1. The result is 1 (inhibitor). (5) The compound is CN(C)c1ncc2nc(-c3ccc(F)cc3)c(=O)n(CCc3ccccc3)c2n1. The result is 0 (non-inhibitor). (6) The drug is COc1ccc(-c2cc([C@H](O)[C@@H]3CCCCN3)c3ccccc3n2)cc1. The result is 0 (non-inhibitor). (7) The result is 0 (non-inhibitor). The drug is O=C(OCC1CC(c2ccccc2)=NO1)c1ccc(Cl)cc1.